This data is from NCI-60 drug combinations with 297,098 pairs across 59 cell lines. The task is: Regression. Given two drug SMILES strings and cell line genomic features, predict the synergy score measuring deviation from expected non-interaction effect. Drug 1: CN(C)C1=NC(=NC(=N1)N(C)C)N(C)C. Drug 2: C1=NC2=C(N1)C(=S)N=C(N2)N. Cell line: HOP-62. Synergy scores: CSS=29.3, Synergy_ZIP=1.39, Synergy_Bliss=-0.833, Synergy_Loewe=-23.6, Synergy_HSA=-2.23.